Task: Predict the reaction yield, written as a fraction of the theoretical maximum amount of product (1.0 means a 100% yield; for example, 0.34 means a 34% yield).. Dataset: Reaction yield outcomes from USPTO patents with 853,638 reactions (1) The reactants are [C:1]([C:4]1[C:8]([CH3:9])=[N:7][N:6]([CH:10]2[CH2:15][CH2:14][CH2:13][CH2:12][CH2:11]2)[C:5]=1[NH:16][C:17]([CH:19]1[CH2:24][CH2:23][CH2:22][N:21]([C:25](=[O:37])[C:26]2[CH:31]=[CH:30][CH:29]=[CH:28][C:27]=2[NH:32][S:33]([CH3:36])(=[O:35])=[O:34])[CH2:20]1)=O)(=[O:3])[NH2:2]. The catalyst is CCO.[OH-].[Na+]. The product is [CH:10]1([N:6]2[C:5]3[N:16]=[C:17]([CH:19]4[CH2:24][CH2:23][CH2:22][N:21]([C:25]([C:26]5[CH:31]=[CH:30][CH:29]=[CH:28][C:27]=5[NH:32][S:33]([CH3:36])(=[O:34])=[O:35])=[O:37])[CH2:20]4)[NH:2][C:1](=[O:3])[C:4]=3[C:8]([CH3:9])=[N:7]2)[CH2:15][CH2:14][CH2:13][CH2:12][CH2:11]1. The yield is 0.550. (2) The reactants are [C:1]12([C:11]([OH:13])=[O:12])[CH2:10][CH:5]3[CH2:6][CH:7]([CH2:9][CH:3]([CH2:4]3)[CH2:2]1)[CH2:8]2.[N+]([O-])(O)=O.S(=O)(=O)(O)[OH:19].[C:23](#[N:25])[CH3:24]. The catalyst is O. The product is [C:23]([NH:25][C:3]12[CH2:9][CH:7]3[CH2:6][CH:5]([CH2:10][C:1]([C:11]([OH:13])=[O:12])([CH2:8]3)[CH2:2]1)[CH2:4]2)(=[O:19])[CH3:24]. The yield is 0.730. (3) The reactants are CO[C:3](=O)[NH:4][C:5]1[CH:6]=[C:7]2[N:13]=[C:12]([CH2:14][C:15]3[CH:20]=[CH:19][C:18]([O:21][CH2:22][CH3:23])=[CH:17][CH:16]=3)[N:11]([CH2:24][CH:25]3[CH2:27][CH2:26]3)[C:8]2=[N:9][CH:10]=1.Cl.[H-].[H-].[H-].[H-].[Li+].[Al+3]. The catalyst is ClCCl.C(OCC)C. The product is [CH:25]1([CH2:24][N:11]2[C:8]3=[N:9][CH:10]=[C:5]([NH:4][CH3:3])[CH:6]=[C:7]3[N:13]=[C:12]2[CH2:14][C:15]2[CH:20]=[CH:19][C:18]([O:21][CH2:22][CH3:23])=[CH:17][CH:16]=2)[CH2:27][CH2:26]1. The yield is 0.906. (4) The reactants are [Cl:1][C:2]1[C:7]([N:8]2[CH2:13][CH2:12][CH:11]([C:14]3[C:19]([O:20][CH3:21])=[CH:18][CH:17]=[CH:16][C:15]=3[F:22])[CH2:10][CH2:9]2)=[CH:6][N:5]=[N:4][C:3]=1[NH:23][NH:24][C:25](=O)[CH2:26][C:27]([F:30])([F:29])[F:28].P(Cl)(Cl)(Cl)=O. The catalyst is C(#N)C. The product is [Cl:1][C:2]1[C:3]2[N:4]([C:25]([CH2:26][C:27]([F:28])([F:30])[F:29])=[N:24][N:23]=2)[N:5]=[CH:6][C:7]=1[N:8]1[CH2:13][CH2:12][CH:11]([C:14]2[C:19]([O:20][CH3:21])=[CH:18][CH:17]=[CH:16][C:15]=2[F:22])[CH2:10][CH2:9]1. The yield is 0.0180. (5) The reactants are [C:1]([N:4]1[CH2:9][CH2:8][C:7](=[N:10][NH:11][C:12](=[O:19])[C:13]2[CH:18]=[CH:17][CH:16]=[CH:15][CH:14]=2)[CH2:6][CH2:5]1)(=[O:3])[CH3:2].C(OCC)C. The yield is 0.920. The catalyst is C(O)(=O)C.O=[Pt]=O. The product is [C:1]([N:4]1[CH2:9][CH2:8][CH:7]([NH:10][NH:11][C:12](=[O:19])[C:13]2[CH:14]=[CH:15][CH:16]=[CH:17][CH:18]=2)[CH2:6][CH2:5]1)(=[O:3])[CH3:2]. (6) The reactants are [BH4-].[Li+].C[O:4][C:5]([C@H:7]1[CH2:11][C@@H:10]([F:12])[CH2:9][N:8]1[C:13]([O:15][C:16]([CH3:19])([CH3:18])[CH3:17])=[O:14])=O. The catalyst is C1COCC1. The product is [C:16]([O:15][C:13]([N:8]1[CH2:9][C@H:10]([F:12])[CH2:11][C@@H:7]1[CH2:5][OH:4])=[O:14])([CH3:19])([CH3:18])[CH3:17]. The yield is 0.800. (7) The catalyst is C1COCC1.C1(C2C=CC=CC=2)C=CC=CC=1.CC(C)CC(=O)C.CO. The yield is 0.600. The product is [O:18]1[CH:19]=[N:20][N:21]=[C:17]1[C:14]1[CH:15]=[CH:16][C:11]([B:31]([OH:32])[OH:30])=[CH:12][CH:13]=1. The reactants are [Li].ClC1C=CC=CC=1C.Br[C:11]1[CH:16]=[CH:15][C:14]([C:17]2[O:18][CH:19]=[N:20][N:21]=2)=[CH:13][CH:12]=1.C([Li])CCCCC.C[O:30][B:31](OC)[O:32]C.